From a dataset of Forward reaction prediction with 1.9M reactions from USPTO patents (1976-2016). Predict the product of the given reaction. (1) Given the reactants [F:1][C:2]1[C:3]([NH:23][C@@H:24]2[CH2:29][CH2:28][CH2:27][N:26](C(OC(C)(C)C)=O)[CH2:25]2)=[N:4][C:5]([NH:14][C:15]2[C:16]([O:21]C)=[N:17][CH:18]=[CH:19][CH:20]=2)=[N:6][C:7]=1[N:8]1[CH2:13][CH2:12][O:11][CH2:10][CH2:9]1.Cl, predict the reaction product. The product is: [F:1][C:2]1[C:7]([N:8]2[CH2:13][CH2:12][O:11][CH2:10][CH2:9]2)=[N:6][C:5]([NH:14][C:15]2[C:16](=[O:21])[NH:17][CH:18]=[CH:19][CH:20]=2)=[N:4][C:3]=1[NH:23][C@@H:24]1[CH2:29][CH2:28][CH2:27][NH:26][CH2:25]1. (2) Given the reactants Br[C:2]1[CH:10]=[CH:9][C:5]2[NH:6][CH:7]=[N:8][C:4]=2[CH:3]=1.[F:11][C:12]1[CH:13]=[C:14]([C:27]2[CH:32]=[CH:31][CH:30]=[CH:29][C:28]=2[O:33][C:34]2[N:39]=[CH:38][CH:37]=[CH:36][N:35]=2)[CH:15]=[CH:16][C:17]=1B1OC(C)(C)C(C)(C)O1, predict the reaction product. The product is: [F:11][C:12]1[CH:13]=[C:14]([C:27]2[CH:32]=[CH:31][CH:30]=[CH:29][C:28]=2[O:33][C:34]2[N:35]=[CH:36][CH:37]=[CH:38][N:39]=2)[CH:15]=[CH:16][C:17]=1[C:2]1[CH:10]=[CH:9][C:5]2[NH:6][CH:7]=[N:8][C:4]=2[CH:3]=1. (3) Given the reactants C(OC([N:8]1[CH2:13][CH2:12][N:11]([CH2:14][CH:15]2[CH2:19][CH2:18][N:17]([C:20]3[C:21]([F:38])=[CH:22][N:23]4[C:28]([C:29]=3[CH3:30])=[C:27]([CH:31]3[CH2:33][CH2:32]3)[CH:26]=[C:25]([C:34]([OH:36])=[O:35])[C:24]4=[O:37])[CH2:16]2)[CH2:10][CH2:9]1)=O)(C)(C)C.FC(F)(F)C(O)=O, predict the reaction product. The product is: [CH:31]1([C:27]2[CH:26]=[C:25]([C:34]([OH:36])=[O:35])[C:24](=[O:37])[N:23]3[C:28]=2[C:29]([CH3:30])=[C:20]([N:17]2[CH2:18][CH2:19][CH:15]([CH2:14][N:11]4[CH2:12][CH2:13][NH:8][CH2:9][CH2:10]4)[CH2:16]2)[C:21]([F:38])=[CH:22]3)[CH2:33][CH2:32]1. (4) Given the reactants [CH3:1][O:2][C:3]1[CH:8]=[C:7](Br)[CH:6]=[CH:5][C:4]=1[N+:10]([O-:12])=[O:11].[CH2:13]([OH:16])[C:14]#[CH:15].C1N2CCN(CC2)C1, predict the reaction product. The product is: [CH3:1][O:2][C:3]1[CH:8]=[C:7]([C:15]#[C:14][CH2:13][OH:16])[CH:6]=[CH:5][C:4]=1[N+:10]([O-:12])=[O:11]. (5) Given the reactants [OH:1][C:2]1([CH2:19][N:20]2[C:25](=[O:26])[C:24]3[CH:27]=[N:28][N:29]([C:30]4[CH:35]=[CH:34][CH:33]=[CH:32][CH:31]=4)[C:23]=3[N:22]=[CH:21]2)[CH2:7][CH2:6][N:5]([C:8]([C:10]2[CH:15]=[CH:14][C:13](B(O)O)=[CH:12][CH:11]=2)=[O:9])[CH2:4][CH2:3]1.FC(F)(F)C(O)=O.OC1(CN2C(=O)[C:66]3[CH:65]=N[N:60]([C:61]4[CH:66]=[CH:65]C=CC=4)[C:61]=3[N:60]=C2)CCNCC1.OB(O)C1C=CC(C(O)=O)=CC=1.C1(N)CC1.N1C=CC=CC=1, predict the reaction product. The product is: [CH:61]1([NH:60][C:13]2[CH:14]=[CH:15][C:10]([C:8]([N:5]3[CH2:6][CH2:7][C:2]([CH2:19][N:20]4[C:25](=[O:26])[C:24]5[CH:27]=[N:28][N:29]([C:30]6[CH:31]=[CH:32][CH:33]=[CH:34][CH:35]=6)[C:23]=5[N:22]=[CH:21]4)([OH:1])[CH2:3][CH2:4]3)=[O:9])=[CH:11][CH:12]=2)[CH2:66][CH2:65]1. (6) Given the reactants [CH:1]([C:3]1[C:8]([CH3:9])=[CH:7][CH:6]=[CH:5][C:4]=1[CH2:10][CH2:11][C:12]([O:14][C:15]([CH3:18])([CH3:17])[CH3:16])=[O:13])=O.[CH3:19][C:20]([S@@:23]([NH2:25])=[O:24])([CH3:22])[CH3:21], predict the reaction product. The product is: [C:20]([S@@:23](/[N:25]=[CH:1]/[C:3]1[C:8]([CH3:9])=[CH:7][CH:6]=[CH:5][C:4]=1[CH2:10][CH2:11][C:12]([O:14][C:15]([CH3:18])([CH3:17])[CH3:16])=[O:13])=[O:24])([CH3:22])([CH3:21])[CH3:19]. (7) The product is: [C:1]([O:5][C:6]([N:8]1[CH2:9][CH2:10][N:11]([C:14]2[CH:19]=[CH:18][C:17]([N+:20]([O-:22])=[O:21])=[C:16]([NH:23][C:32](=[O:33])[CH2:31][O:24][C:25]3[CH:30]=[CH:29][CH:28]=[CH:27][CH:26]=3)[CH:15]=2)[CH2:12][CH2:13]1)=[O:7])([CH3:4])([CH3:2])[CH3:3]. Given the reactants [C:1]([O:5][C:6]([N:8]1[CH2:13][CH2:12][N:11]([C:14]2[CH:19]=[CH:18][C:17]([N+:20]([O-:22])=[O:21])=[C:16]([NH2:23])[CH:15]=2)[CH2:10][CH2:9]1)=[O:7])([CH3:4])([CH3:3])[CH3:2].[O:24]([CH2:31][C:32](Cl)=[O:33])[C:25]1[CH:30]=[CH:29][CH:28]=[CH:27][CH:26]=1.C(N(CC)CC)C, predict the reaction product.